Dataset: Forward reaction prediction with 1.9M reactions from USPTO patents (1976-2016). Task: Predict the product of the given reaction. (1) Given the reactants [Li]CCCC.Br[C:7]1[CH:12]=[CH:11][C:10]([Br:13])=[CH:9][CH:8]=1.[CH2:14]([N:21]1[CH2:26][CH2:25][C:24](=[O:27])[CH2:23][CH2:22]1)[C:15]1[CH:20]=[CH:19][CH:18]=[CH:17][CH:16]=1.[Cl-].[NH4+], predict the reaction product. The product is: [CH2:14]([N:21]1[CH2:26][CH2:25][CH:24]([OH:27])[CH2:23][CH:22]1[C:7]1[CH:12]=[CH:11][C:10]([Br:13])=[CH:9][CH:8]=1)[C:15]1[CH:16]=[CH:17][CH:18]=[CH:19][CH:20]=1. (2) Given the reactants Cl[C:2]1[CH:9]=[CH:8][C:5]([C:6]#[N:7])=[C:4]([CH3:10])[N:3]=1.C([O-])=O.[NH4+], predict the reaction product. The product is: [CH3:10][C:4]1[N:3]=[CH:2][CH:9]=[CH:8][C:5]=1[C:6]#[N:7]. (3) Given the reactants [OH:1][CH2:2][C:3]1[CH:4]=[C:5]([CH:15]=[CH:16][CH:17]=1)[O:6][C:7]1[CH:14]=[CH:13][C:10]([C:11]#[N:12])=[CH:9][N:8]=1.[OH:18][C:19]1[C:24]([CH2:25][CH2:26][CH3:27])=[C:23](O)[CH:22]=[CH:21][C:20]=1[C:29](=[O:31])[CH3:30].C(P(CCCC)CCCC)CCC.N(C(N1CCCCC1)=O)=NC(N1CCCCC1)=O, predict the reaction product. The product is: [C:29]([C:20]1[CH:21]=[CH:22][C:23]([O:1][CH2:2][C:3]2[CH:4]=[C:5]([CH:15]=[CH:16][CH:17]=2)[O:6][C:7]2[CH:14]=[CH:13][C:10]([C:11]#[N:12])=[CH:9][N:8]=2)=[C:24]([CH2:25][CH2:26][CH3:27])[C:19]=1[OH:18])(=[O:31])[CH3:30]. (4) Given the reactants [N+:1]([C:4]1[CH:8]=[CH:7][NH:6][N:5]=1)([O-:3])=[O:2].[Br:9]Br.[OH-].[Na+], predict the reaction product. The product is: [Br:9][C:8]1[C:4]([N+:1]([O-:3])=[O:2])=[N:5][NH:6][CH:7]=1.